This data is from Retrosynthesis with 50K atom-mapped reactions and 10 reaction types from USPTO. The task is: Predict the reactants needed to synthesize the given product. (1) Given the product COc1ccc(C(=C(c2ccccc2)C(F)(F)F)c2ccc(OCCN(C)C)cc2)cc1, predict the reactants needed to synthesize it. The reactants are: CN(C)CCO.COc1ccc(C(=C(c2ccccc2)C(F)(F)F)c2ccc(F)cc2)cc1. (2) Given the product CC(C)(C)OC(=O)C(C)(C)Sc1ccc(CN(Cc2ccco2)Cc2nc(Cc3ccc(F)cc3)no2)cc1, predict the reactants needed to synthesize it. The reactants are: CC(C)(C)OC(=O)C(C)(C)Sc1ccc(CNCc2ccco2)cc1.Fc1ccc(Cc2noc(CCl)n2)cc1. (3) Given the product CC(=O)OC[C@H]1O[C@@H](n2cnc3c(Cl)nc(C#N)nc32)[C@H](OC(C)=O)[C@@H]1OC(C)=O, predict the reactants needed to synthesize it. The reactants are: CC(=O)OC[C@H]1O[C@@H](n2cnc3c(Cl)nc(Cl)nc32)[C@H](OC(C)=O)[C@@H]1OC(C)=O.N#C[Cu]. (4) Given the product CCN(CC)CCOc1ccc(NC(=O)COc2ccc(C(F)(F)F)cc2Cl)cc1OC, predict the reactants needed to synthesize it. The reactants are: CCN(CC)CCOc1ccc(N)cc1OC.O=C(O)COc1ccc(C(F)(F)F)cc1Cl.